This data is from Forward reaction prediction with 1.9M reactions from USPTO patents (1976-2016). The task is: Predict the product of the given reaction. (1) Given the reactants [CH3:1][C:2]1[C:7]([Cl:8])=[CH:6][CH:5]=[CH:4][C:3]=1[N:9]1[C:13](=[O:14])[N:12]([CH3:15])[N:11]=[N:10]1.N(C1(C#N)CCCCC1)=NC1(C#N)CCCCC1.[Br:34]N1C(=O)CCC1=O.ClC1C=CC=CC=1, predict the reaction product. The product is: [Br:34][CH2:1][C:2]1[C:7]([Cl:8])=[CH:6][CH:5]=[CH:4][C:3]=1[N:9]1[C:13](=[O:14])[N:12]([CH3:15])[N:11]=[N:10]1. (2) Given the reactants [C:1]([O:5][C:6]([NH:8][C@@H:9]([C:19]([OH:21])=O)[CH2:10][C:11]1[CH:16]=[CH:15][C:14]([Cl:17])=[CH:13][C:12]=1[Cl:18])=[O:7])([CH3:4])([CH3:3])[CH3:2].Cl.[CH2:23]([O:25][C:26](=[O:29])[CH2:27][NH2:28])[CH3:24].CCN=C=NCCCN(C)C.Cl.C1C=CC2N(O)N=NC=2C=1, predict the reaction product. The product is: [C:1]([O:5][C:6]([NH:8][C@@H:9]([C:19]([NH:28][CH2:27][C:26]([O:25][CH2:23][CH3:24])=[O:29])=[O:21])[CH2:10][C:11]1[CH:16]=[CH:15][C:14]([Cl:17])=[CH:13][C:12]=1[Cl:18])=[O:7])([CH3:2])([CH3:3])[CH3:4].